This data is from Full USPTO retrosynthesis dataset with 1.9M reactions from patents (1976-2016). The task is: Predict the reactants needed to synthesize the given product. (1) Given the product [F:1][C:2]1[CH:3]=[CH:4][C:5]([C@H:8]2[N:12]([S:13]([C:16]3[CH:17]=[CH:18][C:19]([CH3:22])=[CH:20][CH:21]=3)(=[O:15])=[O:14])[C@@H:11]([CH2:23][CH2:24][CH2:25][C:26]3[N:30]([CH3:31])[N:29]=[CH:28][N:27]=3)[CH2:10][CH2:9]2)=[CH:6][CH:7]=1, predict the reactants needed to synthesize it. The reactants are: [F:1][C:2]1[CH:7]=[CH:6][C:5]([C@H:8]2[N:12]([S:13]([C:16]3[CH:21]=[CH:20][C:19]([CH3:22])=[CH:18][CH:17]=3)(=[O:15])=[O:14])[C@@H:11]([CH2:23][CH2:24][CH2:25][C:26]#[N:27])[CH2:10][CH2:9]2)=[CH:4][CH:3]=1.[CH3:28][NH:29][NH2:30].[CH:31](Cl)(Cl)Cl. (2) The reactants are: [Br:1][C:2]1[CH:3]=[N:4][CH:5]=[C:6]([CH:10]=1)[C:7](Cl)=[O:8].[CH3:11][Mg+].[Br-]. Given the product [Br:1][C:2]1[CH:10]=[C:6]([C:7](=[O:8])[CH3:11])[CH:5]=[N:4][CH:3]=1, predict the reactants needed to synthesize it. (3) Given the product [Br:10][C:5]1[CH:4]=[C:3]([CH:8]=[CH:7][C:6]=1[OH:9])[C:1]#[N:2], predict the reactants needed to synthesize it. The reactants are: [C:1]([C:3]1[CH:8]=[CH:7][C:6]([OH:9])=[CH:5][CH:4]=1)#[N:2].[Br:10]N1C(=O)CCC1=O. (4) Given the product [CH:20]1([C:23]2[CH:30]=[CH:29][C:26](/[CH:27]=[C:14]3\[N:13]=[C:11]([C:10]4[CH:9]=[CH:8][C:7]([O:6][CH2:5][CH2:4][CH:1]5[CH2:2][CH2:3]5)=[CH:19][CH:18]=4)[O:17][C:15]\3=[O:16])=[CH:25][CH:24]=2)[CH2:22][CH2:21]1, predict the reactants needed to synthesize it. The reactants are: [CH:1]1([CH2:4][CH2:5][O:6][C:7]2[CH:19]=[CH:18][C:10]([C:11]([NH:13][CH2:14][C:15]([OH:17])=[O:16])=O)=[CH:9][CH:8]=2)[CH2:3][CH2:2]1.[CH:20]1([C:23]2[CH:30]=[CH:29][C:26]([CH:27]=O)=[CH:25][CH:24]=2)[CH2:22][CH2:21]1.C([O-])(=O)C.[Na+].C(OC(=O)C)(=O)C. (5) Given the product [F:19][C:20]1[CH:21]=[C:22]([CH2:27][C:28]([NH:1][N:2]2[N:11]=[C:10]([N:12]3[CH2:13][CH2:14][S:15][CH2:16][CH2:17]3)[C:9]3[C:4](=[CH:5][CH:6]=[CH:7][CH:8]=3)[C:3]2=[O:18])=[O:29])[CH:23]=[C:24]([F:26])[CH:25]=1, predict the reactants needed to synthesize it. The reactants are: [NH2:1][N:2]1[N:11]=[C:10]([N:12]2[CH2:17][CH2:16][S:15][CH2:14][CH2:13]2)[C:9]2[C:4](=[CH:5][CH:6]=[CH:7][CH:8]=2)[C:3]1=[O:18].[F:19][C:20]1[CH:21]=[C:22]([CH2:27][C:28](O)=[O:29])[CH:23]=[C:24]([F:26])[CH:25]=1. (6) Given the product [CH2:1]([C@@:4]1([CH3:25])[CH2:9][C@H:8]([C:10]2[CH:15]=[CH:14][CH:13]=[C:12]([Cl:16])[CH:11]=2)[C@@H:7]([C:17]2[CH:22]=[CH:21][C:20]([Cl:23])=[CH:19][N:18]=2)[N:6]([CH:29]([CH2:37][CH3:38])[C:30]([O:32][C:33]([CH3:36])([CH3:35])[CH3:34])=[O:31])[C:5]1=[O:24])[CH:2]=[CH2:3], predict the reactants needed to synthesize it. The reactants are: [CH2:1]([C@@:4]1([CH3:25])[CH2:9][C@H:8]([C:10]2[CH:15]=[CH:14][CH:13]=[C:12]([Cl:16])[CH:11]=2)[C@@H:7]([C:17]2[CH:22]=[CH:21][C:20]([Cl:23])=[CH:19][N:18]=2)[NH:6][C:5]1=[O:24])[CH:2]=[CH2:3].[H-].[Na+].Br[CH:29]([CH2:37][CH3:38])[C:30]([O:32][C:33]([CH3:36])([CH3:35])[CH3:34])=[O:31]. (7) Given the product [F:33][C:34]1([F:40])[CH2:29][CH2:28][N:27]([CH:25]=[O:26])[CH2:31][CH2:35]1, predict the reactants needed to synthesize it. The reactants are: Cl.N1CCC[C@@H](C2N3C4C=CNC=4N=CC3=CN=2)C1.C1N=CN([C:25]([N:27]2[CH:31]=N[CH:29]=[CH:28]2)=[O:26])C=1.Cl.[F:33][C:34]1([F:40])CCNC[CH2:35]1. (8) Given the product [CH2:4](/[C:6](=[CH:9]\[CH:10]([CH3:12])[CH3:11])/[CH:7]([OH:8])[CH3:1])[CH3:5], predict the reactants needed to synthesize it. The reactants are: [CH3:1][Mg]Cl.[CH2:4]([C:6](=[CH:9][CH:10]([CH3:12])[CH3:11])[CH:7]=[O:8])[CH3:5]. (9) The reactants are: [I-:1].[Na+].[Cl:3][C:4]1[N:9]=[C:8]([N:10]2[CH2:15][CH2:14][O:13][CH2:12][C@@H:11]2[CH3:16])[CH:7]=[C:6]([CH2:17]OS(C)(=O)=O)[N:5]=1. Given the product [Cl:3][C:4]1[N:5]=[C:6]([CH2:17][I:1])[CH:7]=[C:8]([N:10]2[CH2:15][CH2:14][O:13][CH2:12][C@@H:11]2[CH3:16])[N:9]=1, predict the reactants needed to synthesize it. (10) Given the product [N:1]1[C:10]2[C:9](=[N:20][C@@H:13]([C:14]3[CH:19]=[CH:18][CH:17]=[CH:16][CH:15]=3)[CH3:12])[CH2:8][CH2:7][CH2:6][C:5]=2[CH:4]=[CH:3][CH:2]=1, predict the reactants needed to synthesize it. The reactants are: [N:1]1[C:10]2[C:9](=O)[CH2:8][CH2:7][CH2:6][C:5]=2[CH:4]=[CH:3][CH:2]=1.[CH3:12][C@@H:13]([NH2:20])[C:14]1[CH:19]=[CH:18][CH:17]=[CH:16][CH:15]=1.